The task is: Predict the reaction yield, written as a fraction of the theoretical maximum amount of product (1.0 means a 100% yield; for example, 0.34 means a 34% yield).. This data is from Reaction yield outcomes from USPTO patents with 853,638 reactions. (1) The reactants are [CH3:1][C:2]1[C:6]2=[N:7][CH:8]=[CH:9][CH:10]=[C:5]2[S:4][C:3]=1[C:11](OCC)=[O:12].[Cl-].[Ca+2].[Cl-].[BH4-].[Na+].[Cl-].[NH4+]. The catalyst is O1CCCC1.[O-2].[O-2].[Mn+4].C(O)C. The product is [CH3:1][C:2]1[C:6]2=[N:7][CH:8]=[CH:9][CH:10]=[C:5]2[S:4][C:3]=1[CH:11]=[O:12]. The yield is 0.930. (2) No catalyst specified. The reactants are [NH2:1][C:2]1[CH:7]=[CH:6][C:5]([C:8]2[N:13]=[C:12]([N:14]3[CH:19]([CH3:20])[CH2:18][O:17][CH2:16][CH:15]3[CH3:21])[N:11]=[C:10]([C:22]3[CH:27]=[CH:26][C:25]([NH:28][C:29]([NH:31][CH3:32])=[O:30])=[CH:24][CH:23]=3)[N:9]=2)=[CH:4][CH:3]=1.[N:33]1[CH:38]=[CH:37][C:36]([NH:39][C:40](=O)[O:41]C2C=CC=CC=2)=[CH:35][CH:34]=1. The product is [CH3:21][CH:15]1[CH2:16][O:17][CH2:18][CH:19]([CH3:20])[N:14]1[C:12]1[N:11]=[C:10]([C:22]2[CH:27]=[CH:26][C:25]([NH:28][C:29](=[O:30])[NH:31][CH3:32])=[CH:24][CH:23]=2)[N:9]=[C:8]([C:5]2[CH:4]=[CH:3][C:2]([NH:1][C:40]([NH:39][C:36]3[CH:37]=[CH:38][N:33]=[CH:34][CH:35]=3)=[O:41])=[CH:7][CH:6]=2)[N:13]=1. The yield is 0.00800. (3) The reactants are [Si]([O:18][CH2:19][C:20]1[CH:25]=[CH:24][CH:23]=[CH:22][C:21]=1[CH2:26][CH:27]([C:38]1[CH:43]=[C:42]([F:44])[CH:41]=[CH:40][C:39]=1[F:45])[S:28]([C:31]1[CH:36]=[CH:35][C:34]([Cl:37])=[CH:33][CH:32]=1)(=[O:30])=[O:29])(C(C)(C)C)(C1C=CC=CC=1)C1C=CC=CC=1.[F-].C([N+](CCCC)(CCCC)CCCC)CCC.O. The catalyst is O1CCCC1.C(OC(C)C)(C)C. The product is [Cl:37][C:34]1[CH:33]=[CH:32][C:31]([S:28]([CH:27]([C:38]2[CH:43]=[C:42]([F:44])[CH:41]=[CH:40][C:39]=2[F:45])[CH2:26][C:21]2[CH:22]=[CH:23][CH:24]=[CH:25][C:20]=2[CH2:19][OH:18])(=[O:30])=[O:29])=[CH:36][CH:35]=1. The yield is 0.850. (4) The reactants are Cl[C:2]1[N:3]=[CH:4][C:5]([C:8]([O:10][CH3:11])=[O:9])=[N:6][CH:7]=1.[S:12]1[CH:16]=[C:15]([CH2:17][OH:18])[N:14]=[CH:13]1.C(=O)([O-])[O-].[Cs+].[Cs+].CN(C=O)C. The yield is 0.422. The product is [S:12]1[CH:16]=[C:15]([CH2:17][O:18][C:2]2[N:3]=[CH:4][C:5]([C:8]([O:10][CH3:11])=[O:9])=[N:6][CH:7]=2)[N:14]=[CH:13]1. The catalyst is O.